Dataset: Retrosynthesis with 50K atom-mapped reactions and 10 reaction types from USPTO. Task: Predict the reactants needed to synthesize the given product. (1) Given the product C[C@@H]1CN(Cc2ccc(F)cc2)[C@@H](CO)CN1C(=O)COc1ccc(Cl)cc1, predict the reactants needed to synthesize it. The reactants are: C[C@H]1CN(Cc2ccc(F)cc2)[C@@H](CO)CN1.O=C(Cl)COc1ccc(Cl)cc1. (2) Given the product FC(F)(F)c1cccc2c(C3CCNCC3)noc12, predict the reactants needed to synthesize it. The reactants are: CC(C)(C)OC(=O)N1CCC(c2noc3c(C(F)(F)F)cccc23)CC1. (3) Given the product CC(C)(C)OC(=O)N1CCN(c2ccc(NC(=O)c3ccccc3-c3ccccc3)cc2F)CC1, predict the reactants needed to synthesize it. The reactants are: CC(C)(C)OC(=O)N1CCN(c2ccc(N)cc2F)CC1.O=C(O)c1ccccc1-c1ccccc1. (4) Given the product O=C(O)CCc1cc(Cl)cc(Cl)c1, predict the reactants needed to synthesize it. The reactants are: O=C(O)C=Cc1cc(Cl)cc(Cl)c1. (5) Given the product CCCc1cnc(N2C[C@H](SC(c3ccccc3)(c3ccccc3)c3ccccc3)C[C@H]2COCc2cc(F)c(F)cc2F)nc1, predict the reactants needed to synthesize it. The reactants are: CCCc1cnc(Cl)nc1.Fc1cc(F)c(COC[C@@H]2C[C@@H](SC(c3ccccc3)(c3ccccc3)c3ccccc3)CN2)cc1F. (6) Given the product Cc1ccc(C(=O)CCN(C)C)s1, predict the reactants needed to synthesize it. The reactants are: C=O.CC(=O)c1ccc(C)s1.CNC. (7) Given the product O=S(=O)(Nc1cc(Br)cnc1Cl)c1ccc(F)cc1, predict the reactants needed to synthesize it. The reactants are: Nc1cc(Br)cnc1Cl.O=S(=O)(Cl)c1ccc(F)cc1. (8) The reactants are: COc1cc(N)cc(OC)c1.Cn1cc(C(=O)C(Br)c2ccccc2)c2ccccc21. Given the product COc1cc(NC(C(=O)c2cn(C)c3ccccc23)c2ccccc2)cc(OC)c1, predict the reactants needed to synthesize it. (9) Given the product O=c1c(Cc2cccnc2)cn2c3ccc(Br)cc3sc3cc(OCc4cccnc4)cc1c32, predict the reactants needed to synthesize it. The reactants are: ClCc1cccnc1.O=c1c(Cc2cccnc2)cn2c3ccc(Br)cc3sc3cc(O)cc1c32.